From a dataset of NCI-60 drug combinations with 297,098 pairs across 59 cell lines. Regression. Given two drug SMILES strings and cell line genomic features, predict the synergy score measuring deviation from expected non-interaction effect. Drug 1: C1CN1C2=NC(=NC(=N2)N3CC3)N4CC4. Drug 2: C1=CC(=CC=C1CC(C(=O)O)N)N(CCCl)CCCl.Cl. Cell line: MDA-MB-231. Synergy scores: CSS=26.5, Synergy_ZIP=-6.11, Synergy_Bliss=-4.44, Synergy_Loewe=-0.540, Synergy_HSA=1.90.